This data is from Forward reaction prediction with 1.9M reactions from USPTO patents (1976-2016). The task is: Predict the product of the given reaction. (1) Given the reactants [Br:1][C:2]1[O:6][C:5]([CH:7]([O:11][C:12]2[C:13]([F:22])=[C:14]([C:18]([F:21])=[CH:19][CH:20]=2)[C:15]([NH2:17])=[O:16])CC=C)=[N:4][C:3]=1[C:23]1[CH:28]=[CH:27][C:26]([C:29]([F:32])([F:31])[F:30])=[CH:25][CH:24]=1.C[N+]1([O-])CC[O:37]CC1.O.[CH3:42][C:43]([CH3:45])=[O:44], predict the reaction product. The product is: [Br:1][C:2]1[O:6][C:5]([CH:7]([O:11][C:12]2[C:13]([F:22])=[C:14]([C:18]([F:21])=[CH:19][CH:20]=2)[C:15]([NH2:17])=[O:16])[CH2:42][CH:43]([OH:44])[CH2:45][OH:37])=[N:4][C:3]=1[C:23]1[CH:28]=[CH:27][C:26]([C:29]([F:32])([F:31])[F:30])=[CH:25][CH:24]=1. (2) The product is: [Cl:1][C:2]1[CH:7]=[CH:6][CH:5]=[CH:4][C:3]=1[C:8]1[C:15]([C:16]2[CH:17]=[CH:18][C:19]([Cl:22])=[CH:20][CH:21]=2)=[CH:14][C:11]([C:12]([NH2:13])=[O:34])=[C:10]([O:23][CH2:24][C:25]2[CH:30]=[CH:29][C:28]([F:31])=[C:27]([F:32])[CH:26]=2)[N:9]=1. Given the reactants [Cl:1][C:2]1[CH:7]=[CH:6][CH:5]=[CH:4][C:3]=1[C:8]1[C:15]([C:16]2[CH:21]=[CH:20][C:19]([Cl:22])=[CH:18][CH:17]=2)=[CH:14][C:11]([C:12]#[N:13])=[C:10]([O:23][CH2:24][C:25]2[CH:30]=[CH:29][C:28]([F:31])=[C:27]([F:32])[CH:26]=2)[N:9]=1.C(O)(C(F)(F)F)=[O:34].[OH-].[K+].OO, predict the reaction product.